From a dataset of Forward reaction prediction with 1.9M reactions from USPTO patents (1976-2016). Predict the product of the given reaction. (1) The product is: [CH3:1][C:2]1[C:7]([O:8][CH2:9][CH2:10][C:11]([F:14])([F:12])[F:13])=[CH:6][N:5]=[C:4]([CH2:15][NH2:16])[CH:3]=1. Given the reactants [CH3:1][C:2]1[C:7]([O:8][CH2:9][CH2:10][C:11]([F:14])([F:13])[F:12])=[CH:6][N:5]=[C:4]([CH2:15][N:16]2C(=O)C3C(=CC=CC=3)C2=O)[CH:3]=1.CCCCCCCCCCCCN, predict the reaction product. (2) Given the reactants [ClH:1].[NH2:2][CH2:3][CH:4]1[C:12]2[C:7](=[C:8]([C:13]([F:16])([F:15])[F:14])[CH:9]=[CH:10][CH:11]=2)[C:6](=[O:17])[N:5]1[CH:18]([CH3:22])[C:19](O)=O.C(N(CC)CC)C.F[P-](F)(F)(F)(F)F.N1(O[P+](N2CCCC2)(N2CCCC2)N2CCCC2)C2C=CC=CC=2N=N1.O, predict the reaction product. The product is: [ClH:1].[CH3:19][C@H:18]1[N:5]2[C:6](=[O:17])[C:7]3[C:12]([C@@H:4]2[CH2:3][NH:2][CH2:22]1)=[CH:11][CH:10]=[CH:9][C:8]=3[C:13]([F:16])([F:15])[F:14]. (3) Given the reactants Cl.[C:2]([N:5]1[CH2:10][CH2:9][N:8]([C:11]([O:13][C:14]([CH3:17])([CH3:16])[CH3:15])=[O:12])[CH2:7][CH2:6]1)(=[NH:4])[NH2:3].Cl[C:19]1[N:29]=[CH:28][CH:27]=[CH:26][C:20]=1[C:21](OCC)=[O:22].CC(C)([O-])C.[K+], predict the reaction product. The product is: [O:22]=[C:21]1[NH:3][C:2]([N:5]2[CH2:6][CH2:7][N:8]([C:11]([O:13][C:14]([CH3:17])([CH3:16])[CH3:15])=[O:12])[CH2:9][CH2:10]2)=[N:4][C:19]2[N:29]=[CH:28][CH:27]=[CH:26][C:20]1=2. (4) The product is: [Cl:1][C:2]1[CH:7]=[C:6]([Cl:8])[C:5]([O:9][CH3:10])=[CH:4][C:3]=1[NH:11][C:12]1[C:21]2[C:16](=[CH:17][C:18](/[CH:24]=[CH:25]/[CH2:26][CH2:27][N:32]([CH3:33])[CH3:31])=[C:19]([O:22][CH3:23])[CH:20]=2)[N:15]=[CH:14][C:13]=1[C:29]#[N:30]. Given the reactants [Cl:1][C:2]1[CH:7]=[C:6]([Cl:8])[C:5]([O:9][CH3:10])=[CH:4][C:3]=1[NH:11][C:12]1[C:21]2[C:16](=[CH:17][C:18](/[CH:24]=[CH:25]/[CH2:26][CH2:27]O)=[C:19]([O:22][CH3:23])[CH:20]=2)[N:15]=[CH:14][C:13]=1[C:29]#[N:30].[CH3:31][NH:32][CH3:33], predict the reaction product. (5) Given the reactants [C:1]([C:4]1[CH:13]=[C:8]([C:9]([O:11][CH3:12])=[O:10])[C:7]([OH:14])=[CH:6][CH:5]=1)(=[O:3])[CH3:2].[CH2:15](N)[C:16]#[CH:17].C(OCC)(=O)C, predict the reaction product. The product is: [CH3:12][O:11][C:9](=[O:10])[C:8]1[CH:13]=[C:4]([C:1](=[O:3])[CH3:2])[CH:5]=[CH:6][C:7]=1[O:14][CH2:17][C:16]#[CH:15]. (6) Given the reactants [CH3:1][O:2][C:3]1[CH:4]=[C:5]2[C:10](=[CH:11][C:12]=1[O:13][CH3:14])[N:9]=[CH:8][CH:7]=[C:6]2[O:15][C:16]1[CH:22]=[CH:21][C:19]([NH2:20])=[C:18]([CH3:23])[C:17]=1[CH3:24].C([N:27](CC)CC)C.[C:32](Cl)(Cl)=[S:33].[CH2:36]([N:40]([CH2:45][CH2:46][CH2:47][CH3:48])[CH2:41][CH:42](N)[CH3:43])[CH2:37][CH2:38][CH3:39], predict the reaction product. The product is: [CH3:1][O:2][C:3]1[CH:4]=[C:5]2[C:10](=[CH:11][C:12]=1[O:13][CH3:14])[N:9]=[CH:8][CH:7]=[C:6]2[O:15][C:16]1[CH:22]=[CH:21][C:19]([NH:20][C:32]([NH:27][CH2:43][CH2:42][CH2:41][N:40]([CH2:36][CH2:37][CH2:38][CH3:39])[CH2:45][CH2:46][CH2:47][CH3:48])=[S:33])=[C:18]([CH3:23])[C:17]=1[CH3:24].